Dataset: Full USPTO retrosynthesis dataset with 1.9M reactions from patents (1976-2016). Task: Predict the reactants needed to synthesize the given product. (1) Given the product [Cl:9][C:10]1[CH:11]=[CH:12][C:13]([C@H:16]2[C:25]3[C:20](=[CH:21][C:22]([O:30][CH3:31])=[C:23]([O:26][CH:27]([CH3:28])[CH3:29])[CH:24]=3)[CH2:19][C:18](=[O:32])[N:17]2[C:34]2[CH:35]=[CH:36][C:37]([C:40]([OH:42])([C:43]34[CH2:48][CH2:47][CH:46]([CH2:49][CH2:50]3)[O:45][CH2:44]4)[CH3:41])=[CH:38][CH:39]=2)=[CH:14][CH:15]=1, predict the reactants needed to synthesize it. The reactants are: [O-]P([O-])([O-])=O.[K+].[K+].[K+].[Cl:9][C:10]1[CH:15]=[CH:14][C:13]([C@H:16]2[C:25]3[C:20](=[CH:21][C:22]([O:30][CH3:31])=[C:23]([O:26][CH:27]([CH3:29])[CH3:28])[CH:24]=3)[CH2:19][C:18](=[O:32])[NH:17]2)=[CH:12][CH:11]=1.Br[C:34]1[CH:39]=[CH:38][C:37]([C:40]([C:43]23[CH2:50][CH2:49][CH:46]([CH2:47][CH2:48]2)[O:45][CH2:44]3)([OH:42])[CH3:41])=[CH:36][CH:35]=1.N[C@@H]1CCCC[C@H]1N. (2) Given the product [NH:9]([C:10]([CH2:12][C:13]1[C:22]2[C:17](=[CH:18][C:19]([O:23][CH2:24][C:25]3[CH:30]=[CH:29][CH:28]=[CH:27][CH:26]=3)=[CH:20][CH:21]=2)[O:16][C:15](=[O:31])[CH:14]=1)=[O:11])[NH2:8], predict the reactants needed to synthesize it. The reactants are: C(OC([NH:8][NH:9][C:10]([CH2:12][C:13]1[C:22]2[C:17](=[CH:18][C:19]([O:23][CH2:24][C:25]3[CH:30]=[CH:29][CH:28]=[CH:27][CH:26]=3)=[CH:20][CH:21]=2)[O:16][C:15](=[O:31])[CH:14]=1)=[O:11])=O)(C)(C)C.C(Cl)Cl.C(O)(C(F)(F)F)=O.